Dataset: Full USPTO retrosynthesis dataset with 1.9M reactions from patents (1976-2016). Task: Predict the reactants needed to synthesize the given product. (1) Given the product [NH:16]1[CH:17]=[CH:18][N:19]=[C:15]1[C:11]1[CH:10]=[C:9]([C@H:8]([NH:20][CH3:21])[CH2:7][N:4]2[CH2:5][CH2:6][C@H:2]([OH:1])[CH2:3]2)[CH:14]=[CH:13][CH:12]=1, predict the reactants needed to synthesize it. The reactants are: [OH:1][C@H:2]1[CH2:6][CH2:5][N:4]([CH2:7][C@@H:8]([N:20](C)[C:21](=O)OCC2C=CC=CC=2)[C:9]2[CH:14]=[CH:13][CH:12]=[C:11]([C:15]3[NH:16][CH:17]=[CH:18][N:19]=3)[CH:10]=2)[CH2:3]1. (2) Given the product [F:32][C:33]1([CH2:46][O:25][C:18]2[CH:19]=[CH:20][CH:21]=[C:22]3[C:17]=2[N:16]=[C:15]([C:12]2[N:9]4[CH:10]=[CH:11][C:6]([O:5][CH2:4][CH2:3][O:2][CH3:1])=[CH:7][C:8]4=[N:14][CH:13]=2)[CH:24]=[CH:23]3)[CH2:34][CH2:35][N:36]([C:39]([O:41][C:42]([CH3:45])([CH3:44])[CH3:43])=[O:40])[CH2:37][CH2:38]1, predict the reactants needed to synthesize it. The reactants are: [CH3:1][O:2][CH2:3][CH2:4][O:5][C:6]1[CH:11]=[CH:10][N:9]2[C:12]([C:15]3[CH:24]=[CH:23][C:22]4[C:17](=[C:18]([OH:25])[CH:19]=[CH:20][CH:21]=4)[N:16]=3)=[CH:13][N:14]=[C:8]2[CH:7]=1.C([O-])([O-])=O.[Cs+].[Cs+].[F:32][C:33]1([CH2:46]OS(C)(=O)=O)[CH2:38][CH2:37][N:36]([C:39]([O:41][C:42]([CH3:45])([CH3:44])[CH3:43])=[O:40])[CH2:35][CH2:34]1. (3) Given the product [Cl:19][C:20]1[N:21]=[CH:22][N:23]=[C:24]([NH:1][C:2]2[CH:7]=[CH:6][C:5]([S:8]([NH:11][C:12]3[O:16][N:15]=[C:14]([CH3:17])[C:13]=3[CH3:18])(=[O:10])=[O:9])=[CH:4][CH:3]=2)[CH:25]=1, predict the reactants needed to synthesize it. The reactants are: [NH2:1][C:2]1[CH:7]=[CH:6][C:5]([S:8]([NH:11][C:12]2[O:16][N:15]=[C:14]([CH3:17])[C:13]=2[CH3:18])(=[O:10])=[O:9])=[CH:4][CH:3]=1.[Cl:19][C:20]1[CH:25]=[C:24](Cl)[N:23]=[CH:22][N:21]=1.Cl.